This data is from NCI-60 drug combinations with 297,098 pairs across 59 cell lines. The task is: Regression. Given two drug SMILES strings and cell line genomic features, predict the synergy score measuring deviation from expected non-interaction effect. (1) Drug 1: CCCS(=O)(=O)NC1=C(C(=C(C=C1)F)C(=O)C2=CNC3=C2C=C(C=N3)C4=CC=C(C=C4)Cl)F. Drug 2: CC12CCC(CC1=CCC3C2CCC4(C3CC=C4C5=CN=CC=C5)C)O. Cell line: HS 578T. Synergy scores: CSS=3.94, Synergy_ZIP=3.07, Synergy_Bliss=10.5, Synergy_Loewe=1.28, Synergy_HSA=3.57. (2) Drug 1: COC1=CC(=CC(=C1O)OC)C2C3C(COC3=O)C(C4=CC5=C(C=C24)OCO5)OC6C(C(C7C(O6)COC(O7)C8=CC=CS8)O)O. Drug 2: CC1=CC=C(C=C1)C2=CC(=NN2C3=CC=C(C=C3)S(=O)(=O)N)C(F)(F)F. Cell line: OVCAR-5. Synergy scores: CSS=24.0, Synergy_ZIP=-7.20, Synergy_Bliss=0.582, Synergy_Loewe=-10.3, Synergy_HSA=0.422. (3) Drug 1: CCC1(CC2CC(C3=C(CCN(C2)C1)C4=CC=CC=C4N3)(C5=C(C=C6C(=C5)C78CCN9C7C(C=CC9)(C(C(C8N6C)(C(=O)OC)O)OC(=O)C)CC)OC)C(=O)OC)O.OS(=O)(=O)O. Drug 2: C1=CC=C(C(=C1)C(C2=CC=C(C=C2)Cl)C(Cl)Cl)Cl. Cell line: MOLT-4. Synergy scores: CSS=-2.39, Synergy_ZIP=0.432, Synergy_Bliss=-1.74, Synergy_Loewe=-2.42, Synergy_HSA=-3.89.